Dataset: Catalyst prediction with 721,799 reactions and 888 catalyst types from USPTO. Task: Predict which catalyst facilitates the given reaction. (1) Reactant: Cl.[O:2]([C:9]1[CH:14]=[CH:13][C:12]([N:15]2[CH2:20][CH2:19][NH:18][CH2:17][CH2:16]2)=[CH:11][CH:10]=1)[C:3]1[CH:8]=[CH:7][CH:6]=[CH:5][CH:4]=1.[C:21](OC(=O)C)(=[O:23])[CH3:22].C(N(CC)CC)C. The catalyst class is: 2. Product: [O:2]([C:9]1[CH:14]=[CH:13][C:12]([N:15]2[CH2:20][CH2:19][N:18]([C:21](=[O:23])[CH3:22])[CH2:17][CH2:16]2)=[CH:11][CH:10]=1)[C:3]1[CH:4]=[CH:5][CH:6]=[CH:7][CH:8]=1. (2) The catalyst class is: 3. Reactant: [CH3:1][O:2][C:3]1[CH:15]=[C:14]2[C:6]([C:7]3[CH2:8][CH2:9][CH2:10][CH2:11][C:12]=3[NH:13]2)=[CH:5][CH:4]=1.[H-].[Na+].Br[CH2:19][C:20](=[O:25])[C:21]([CH3:24])([CH3:23])[CH3:22]. Product: [CH3:1][O:2][C:3]1[CH:15]=[C:14]2[C:6]([C:7]3[CH2:8][CH2:9][CH2:10][CH2:11][C:12]=3[N:13]2[CH2:19][C:20](=[O:25])[C:21]([CH3:24])([CH3:23])[CH3:22])=[CH:5][CH:4]=1. (3) The catalyst class is: 7. Product: [CH3:19][S:16]([CH:15]=[CH:33][C@H:30]1[CH2:29][CH2:28][C@H:27]([NH:26][C:25](=[O:35])[O:24][C:20]([CH3:23])([CH3:22])[CH3:21])[CH2:32][CH2:31]1)(=[O:17])=[O:18]. Reactant: CC(C)([O-])C.[K+].C(OP([CH2:15][S:16]([CH3:19])(=[O:18])=[O:17])(=O)OCC)C.[C:20]([O:24][C:25](=[O:35])[NH:26][C@H:27]1[CH2:32][CH2:31][C@H:30]([CH:33]=O)[CH2:29][CH2:28]1)([CH3:23])([CH3:22])[CH3:21].